From a dataset of NCI-60 drug combinations with 297,098 pairs across 59 cell lines. Regression. Given two drug SMILES strings and cell line genomic features, predict the synergy score measuring deviation from expected non-interaction effect. (1) Drug 1: CC12CCC(CC1=CCC3C2CCC4(C3CC=C4C5=CN=CC=C5)C)O. Drug 2: C1=CC=C(C=C1)NC(=O)CCCCCCC(=O)NO. Cell line: HS 578T. Synergy scores: CSS=2.15, Synergy_ZIP=-3.08, Synergy_Bliss=-1.14, Synergy_Loewe=-8.69, Synergy_HSA=-3.74. (2) Drug 1: CS(=O)(=O)CCNCC1=CC=C(O1)C2=CC3=C(C=C2)N=CN=C3NC4=CC(=C(C=C4)OCC5=CC(=CC=C5)F)Cl. Drug 2: CS(=O)(=O)OCCCCOS(=O)(=O)C. Cell line: MDA-MB-231. Synergy scores: CSS=5.57, Synergy_ZIP=1.65, Synergy_Bliss=7.27, Synergy_Loewe=3.81, Synergy_HSA=3.98. (3) Drug 1: CC(C1=C(C=CC(=C1Cl)F)Cl)OC2=C(N=CC(=C2)C3=CN(N=C3)C4CCNCC4)N. Drug 2: C1=C(C(=O)NC(=O)N1)N(CCCl)CCCl. Cell line: SN12C. Synergy scores: CSS=42.3, Synergy_ZIP=6.68, Synergy_Bliss=8.52, Synergy_Loewe=9.96, Synergy_HSA=10.7. (4) Drug 1: CC1CCCC2(C(O2)CC(NC(=O)CC(C(C(=O)C(C1O)C)(C)C)O)C(=CC3=CSC(=N3)C)C)C. Drug 2: B(C(CC(C)C)NC(=O)C(CC1=CC=CC=C1)NC(=O)C2=NC=CN=C2)(O)O. Cell line: LOX IMVI. Synergy scores: CSS=65.9, Synergy_ZIP=0.384, Synergy_Bliss=-2.52, Synergy_Loewe=-3.80, Synergy_HSA=-2.72. (5) Drug 1: C1CCC(C(C1)N)N.C(=O)(C(=O)[O-])[O-].[Pt+4]. Drug 2: C1C(C(OC1N2C=NC(=NC2=O)N)CO)O. Cell line: MDA-MB-231. Synergy scores: CSS=15.8, Synergy_ZIP=-4.70, Synergy_Bliss=-2.37, Synergy_Loewe=0.731, Synergy_HSA=1.32. (6) Drug 1: CCN(CC)CCNC(=O)C1=C(NC(=C1C)C=C2C3=C(C=CC(=C3)F)NC2=O)C. Drug 2: CC1=C(N=C(N=C1N)C(CC(=O)N)NCC(C(=O)N)N)C(=O)NC(C(C2=CN=CN2)OC3C(C(C(C(O3)CO)O)O)OC4C(C(C(C(O4)CO)O)OC(=O)N)O)C(=O)NC(C)C(C(C)C(=O)NC(C(C)O)C(=O)NCCC5=NC(=CS5)C6=NC(=CS6)C(=O)NCCC[S+](C)C)O. Cell line: RXF 393. Synergy scores: CSS=14.5, Synergy_ZIP=-3.58, Synergy_Bliss=1.55, Synergy_Loewe=-6.06, Synergy_HSA=-0.841. (7) Drug 1: CN(C)N=NC1=C(NC=N1)C(=O)N. Drug 2: C1C(C(OC1N2C=NC3=C2NC=NCC3O)CO)O. Cell line: CAKI-1. Synergy scores: CSS=12.1, Synergy_ZIP=-5.05, Synergy_Bliss=-2.93, Synergy_Loewe=2.21, Synergy_HSA=2.11. (8) Drug 1: CC1=C(C=C(C=C1)NC(=O)C2=CC=C(C=C2)CN3CCN(CC3)C)NC4=NC=CC(=N4)C5=CN=CC=C5. Drug 2: CN(C(=O)NC(C=O)C(C(C(CO)O)O)O)N=O. Cell line: MCF7. Synergy scores: CSS=-8.09, Synergy_ZIP=3.00, Synergy_Bliss=0.534, Synergy_Loewe=-3.96, Synergy_HSA=-4.60. (9) Drug 1: CC12CCC(CC1=CCC3C2CCC4(C3CC=C4C5=CN=CC=C5)C)O. Drug 2: CC=C1C(=O)NC(C(=O)OC2CC(=O)NC(C(=O)NC(CSSCCC=C2)C(=O)N1)C(C)C)C(C)C. Cell line: OVCAR3. Synergy scores: CSS=11.4, Synergy_ZIP=-1.94, Synergy_Bliss=-6.39, Synergy_Loewe=-23.3, Synergy_HSA=-5.96. (10) Drug 1: CC(C)(C#N)C1=CC(=CC(=C1)CN2C=NC=N2)C(C)(C)C#N. Drug 2: CC1=C2C(C(=O)C3(C(CC4C(C3C(C(C2(C)C)(CC1OC(=O)C(C(C5=CC=CC=C5)NC(=O)OC(C)(C)C)O)O)OC(=O)C6=CC=CC=C6)(CO4)OC(=O)C)O)C)O. Cell line: ACHN. Synergy scores: CSS=1.51, Synergy_ZIP=-0.803, Synergy_Bliss=-3.65, Synergy_Loewe=-3.85, Synergy_HSA=-4.56.